Dataset: Full USPTO retrosynthesis dataset with 1.9M reactions from patents (1976-2016). Task: Predict the reactants needed to synthesize the given product. (1) Given the product [F:1][C:2]1[CH:7]=[CH:6][C:5]([CH2:8][O:9][C:10]2[CH:19]=[CH:18][C:17]([C:20]([N:22]3[CH2:23][CH2:24][O:25][CH2:26][CH2:27]3)=[O:21])=[CH:16][C:11]=2[C:12]([NH:47][C:46]2[C:41]([F:40])=[N:42][CH:43]=[CH:44][CH:45]=2)=[O:13])=[CH:4][CH:3]=1, predict the reactants needed to synthesize it. The reactants are: [F:1][C:2]1[CH:7]=[CH:6][C:5]([CH2:8][O:9][C:10]2[CH:19]=[CH:18][C:17]([C:20]([N:22]3[CH2:27][CH2:26][O:25][CH2:24][CH2:23]3)=[O:21])=[CH:16][C:11]=2[C:12](OC)=[O:13])=[CH:4][CH:3]=1.[OH-].[Li+].Cl.C(N(C(C)C)CC)(C)C.[F:40][C:41]1[C:46]([NH2:47])=[CH:45][CH:44]=[CH:43][N:42]=1.CN(C(ON1N=NC2C=CC=NC1=2)=[N+](C)C)C.F[P-](F)(F)(F)(F)F. (2) Given the product [Cl:26][C:24]1[CH:23]=[CH:22][C:28]2[O:31][C:18]3[CH:17]=[CH:16][CH:15]=[CH:14][C:13]=3[C@H:11]3[CH2:12][N:8]([CH2:1][C:2]4[CH:3]=[CH:4][CH:5]=[CH:6][CH:7]=4)[CH2:9][C@@H:10]3[C:20]=2[CH:25]=1, predict the reactants needed to synthesize it. The reactants are: [CH2:1]([N:8]1[CH2:12][C@@H:11]([C:13]2[CH:18]=[CH:17][CH:16]=[CH:15][C:14]=2Br)[C@H:10]([C:20]2[CH:25]=[C:24]([Cl:26])[CH:23]=[CH:22]C=2O)[CH2:9]1)[C:2]1[CH:7]=[CH:6][CH:5]=[CH:4][CH:3]=1.[C:28](=[O:31])([O-])[O-].[Cs+].[Cs+].CN(C)CC(O)=O. (3) The reactants are: C(OC([N:8]1[CH2:12][C@H:11]([S:13][C:14]([C:27]2[CH:32]=[CH:31][CH:30]=[CH:29][CH:28]=2)([C:21]2[CH:26]=[CH:25][CH:24]=[CH:23][CH:22]=2)[C:15]2[CH:20]=[CH:19][CH:18]=[CH:17][CH:16]=2)[CH2:10][C@H:9]1[C:33](=[O:43])[N:34]([CH2:36][C:37]1[CH:42]=[CH:41][CH:40]=[CH:39][CH:38]=1)[CH3:35])=O)(C)(C)C.C(O)(C(F)(F)F)=O. Given the product [CH2:36]([N:34]([CH3:35])[C:33]([C@@H:9]1[CH2:10][C@@H:11]([S:13][C:14]([C:27]2[CH:32]=[CH:31][CH:30]=[CH:29][CH:28]=2)([C:21]2[CH:22]=[CH:23][CH:24]=[CH:25][CH:26]=2)[C:15]2[CH:16]=[CH:17][CH:18]=[CH:19][CH:20]=2)[CH2:12][NH:8]1)=[O:43])[C:37]1[CH:38]=[CH:39][CH:40]=[CH:41][CH:42]=1, predict the reactants needed to synthesize it. (4) Given the product [CH2:1]([C:3]1[N:7]([C:8]2[CH:13]=[N:12][CH:11]=[N:10][CH:9]=2)[N:6]=[CH:5][C:4]=1[C:14]([OH:16])=[O:15])[CH3:2], predict the reactants needed to synthesize it. The reactants are: [CH2:1]([C:3]1[N:7]([C:8]2[CH:9]=[N:10][CH:11]=[N:12][CH:13]=2)[N:6]=[CH:5][C:4]=1[C:14]([O:16]CC)=[O:15])[CH3:2].[OH-].[K+]. (5) Given the product [NH2:9][C:4]1[CH:3]=[C:2]([Br:1])[CH:7]=[CH:6][C:5]=1[OH:8], predict the reactants needed to synthesize it. The reactants are: [Br:1][C:2]1[CH:7]=[CH:6][C:5]([OH:8])=[C:4]([N+:9]([O-])=O)[CH:3]=1.Cl[Sn]Cl.C([O-])(O)=O.[Na+]. (6) Given the product [CH3:11][C:9]1[NH:8][N:7]=[C:6]([C:4]([OH:5])=[O:3])[CH:10]=1.[Cl:19][C:17]1[CH:16]=[CH:15][C:14]([O:20][CH2:21][C:22]2[CH:23]=[CH:24][C:25]([O:28][CH3:29])=[CH:26][CH:27]=2)=[C:13]([CH:18]=1)[CH2:12][N:8]1[C:9]([CH3:11])=[CH:10][C:6]([C:4]([OH:5])=[O:3])=[N:7]1, predict the reactants needed to synthesize it. The reactants are: C([O:3][C:4]([C:6]1[CH:10]=[C:9]([CH3:11])[N:8]([CH2:12][C:13]2[CH:18]=[C:17]([Cl:19])[CH:16]=[CH:15][C:14]=2[O:20][CH2:21][C:22]2[CH:27]=[CH:26][C:25]([O:28][CH3:29])=[CH:24][CH:23]=2)[N:7]=1)=[O:5])C.[Li+].[OH-].O. (7) The reactants are: [CH2:1]([C:3]1[CH:8]=[CH:7][CH:6]=[CH:5][C:4]=1[O:9][CH3:10])[CH3:2].CN([CH:14]=[O:15])C.O=P(Cl)(Cl)Cl.[OH-].[Na+]. Given the product [CH2:1]([C:3]1[CH:8]=[C:7]([CH:6]=[CH:5][C:4]=1[O:9][CH3:10])[CH:14]=[O:15])[CH3:2], predict the reactants needed to synthesize it.